Dataset: Reaction yield outcomes from USPTO patents with 853,638 reactions. Task: Predict the reaction yield, written as a fraction of the theoretical maximum amount of product (1.0 means a 100% yield; for example, 0.34 means a 34% yield). The reactants are I[C:2]1[CH:3]=[C:4]([N:8]2[C:16]3[CH:15]=[CH:14][N:13]=[CH:12][C:11]=3[C:10]([C:17]([O:19][CH3:20])=[O:18])=[N:9]2)[CH:5]=[CH:6][CH:7]=1.[C:21]([C@:23]1([OH:30])[CH2:27][CH2:26][N:25]([CH3:28])[C:24]1=[O:29])#[CH:22]. No catalyst specified. The product is [OH:30][C@@:23]1([C:21]#[C:22][C:2]2[CH:3]=[C:4]([N:8]3[C:16]4[CH:15]=[CH:14][N:13]=[CH:12][C:11]=4[C:10]([C:17]([O:19][CH3:20])=[O:18])=[N:9]3)[CH:5]=[CH:6][CH:7]=2)[CH2:27][CH2:26][N:25]([CH3:28])[C:24]1=[O:29]. The yield is 0.580.